This data is from Full USPTO retrosynthesis dataset with 1.9M reactions from patents (1976-2016). The task is: Predict the reactants needed to synthesize the given product. (1) Given the product [CH3:30][NH:31][CH2:2][C:3]1[O:4][C:5]([C:8]2[CH:9]=[CH:10][C:11]3[O:15][CH:14]=[C:13]([C:16]4[CH:21]=[CH:20][CH:19]=[C:18]([O:22][C:23]([F:26])([F:25])[F:24])[CH:17]=4)[C:12]=3[CH:27]=2)=[N:6][N:7]=1, predict the reactants needed to synthesize it. The reactants are: Cl[CH2:2][C:3]1[O:4][C:5]([C:8]2[CH:9]=[CH:10][C:11]3[O:15][CH:14]=[C:13]([C:16]4[CH:21]=[CH:20][CH:19]=[C:18]([O:22][C:23]([F:26])([F:25])[F:24])[CH:17]=4)[C:12]=3[CH:27]=2)=[N:6][N:7]=1.[I-].[K+].[CH3:30][NH2:31].O1CCCC1. (2) Given the product [CH2:15]([O:11][CH:8]1[CH2:9][CH2:10][C:5]2([O:4][CH2:3][CH2:2][O:1]2)[CH2:6][CH2:7]1)[C:14]#[CH:13], predict the reactants needed to synthesize it. The reactants are: [O:1]1[C:5]2([CH2:10][CH2:9][CH:8]([OH:11])[CH2:7][CH2:6]2)[O:4][CH2:3][CH2:2]1.Br[CH2:13][C:14]#[CH:15]. (3) Given the product [CH2:1]([N:4]([CH2:5][CH:6]=[CH2:7])[S:23]([CH2:15][CH2:16][CH2:17][CH2:18][CH2:19][CH2:20][CH2:21][CH3:22])(=[O:25])=[O:24])[CH:2]=[CH2:3], predict the reactants needed to synthesize it. The reactants are: [CH2:1]([NH:4][CH2:5][CH:6]=[CH2:7])[CH:2]=[CH2:3].C(N(CC)CC)C.[CH2:15]([S:23](Cl)(=[O:25])=[O:24])[CH2:16][CH2:17][CH2:18][CH2:19][CH2:20][CH2:21][CH3:22]. (4) Given the product [CH2:1]([O:4][C:5]1[C:14]2[C:9](=[CH:10][CH:11]=[CH:12][CH:13]=2)[C:8]([O:15][CH2:16][CH2:17][CH3:18])=[C:7]([C:19]([OH:21])=[O:20])[C:6]=1[C:24]([OH:26])=[O:25])[CH2:2][CH3:3], predict the reactants needed to synthesize it. The reactants are: [CH2:1]([O:4][C:5]1[C:14]2[C:9](=[CH:10][CH:11]=[CH:12][CH:13]=2)[C:8]([O:15][CH2:16][CH2:17][CH3:18])=[C:7]([C:19]([O:21]CC)=[O:20])[C:6]=1[C:24]([O:26]CC)=[O:25])[CH2:2][CH3:3].[OH-].[Na+]. (5) Given the product [CH3:10][N:9]([CH3:11])[C:8]1[CH:12]=[CH:13][C:5]([PH:14](=[O:21])[C:5]2[CH:13]=[CH:12][C:8]([N:9]([CH3:11])[CH3:10])=[CH:7][CH:6]=2)=[CH:6][CH:7]=1, predict the reactants needed to synthesize it. The reactants are: [Mg].II.Br[C:5]1[CH:13]=[CH:12][C:8]([N:9]([CH3:11])[CH3:10])=[CH:7][CH:6]=1.[P:14]([O-:21])(OCC)OCC.Cl. (6) Given the product [N:3]1[CH:4]=[CH:5][CH:6]=[CH:7][C:2]=1[C:11]#[C:10][CH2:9][CH2:8][N:12]1[C:20](=[O:21])[C:19]2[C:14](=[CH:15][CH:16]=[CH:17][CH:18]=2)[C:13]1=[O:22], predict the reactants needed to synthesize it. The reactants are: I[C:2]1[CH:7]=[CH:6][CH:5]=[CH:4][N:3]=1.[CH2:8]([N:12]1[C:20](=[O:21])[C:19]2[C:14](=[CH:15][CH:16]=[CH:17][CH:18]=2)[C:13]1=[O:22])[CH2:9][C:10]#[CH:11]. (7) Given the product [F:7][C:8]1[CH:13]=[C:12]([N+:14]([O-:16])=[O:15])[CH:11]=[C:10]([F:17])[C:9]=1[N:4]1[CH:5]=[N:6][C:2]([CH3:1])=[N:3]1, predict the reactants needed to synthesize it. The reactants are: [CH3:1][C:2]1[N:6]=[CH:5][NH:4][N:3]=1.[F:7][C:8]1[CH:13]=[C:12]([N+:14]([O-:16])=[O:15])[CH:11]=[C:10]([F:17])[C:9]=1F.C(=O)(O)[O-].[Na+].O. (8) Given the product [C:24]([N:20]1[CH:21]=[CH:22][N:23]=[C:19]1/[CH:17]=[CH:11]/[C:12]([O:14][CH2:15][CH3:16])=[O:13])([C:31]1[CH:32]=[CH:33][CH:34]=[CH:35][CH:36]=1)([C:37]1[CH:42]=[CH:41][CH:40]=[CH:39][CH:38]=1)[C:25]1[CH:30]=[CH:29][CH:28]=[CH:27][CH:26]=1, predict the reactants needed to synthesize it. The reactants are: [H-].[Na+].C(OP([CH2:11][C:12]([O:14][CH2:15][CH3:16])=[O:13])(OCC)=O)C.[CH:17]([C:19]1[N:20]([C:24]([C:37]2[CH:42]=[CH:41][CH:40]=[CH:39][CH:38]=2)([C:31]2[CH:36]=[CH:35][CH:34]=[CH:33][CH:32]=2)[C:25]2[CH:30]=[CH:29][CH:28]=[CH:27][CH:26]=2)[CH:21]=[CH:22][N:23]=1)=O.O. (9) The reactants are: [CH3:1][C:2]([CH3:9])([CH3:8])[C:3](=O)[CH2:4][C:5]#[N:6].Cl.[CH3:11][C:12]1[CH:17]=[CH:16][CH:15]=[CH:14][C:13]=1[NH:18][NH2:19].C(O)(=O)C.C(=O)(O)[O-].[Na+]. Given the product [C:2]([C:3]1[CH:4]=[C:5]([NH2:6])[N:18]([C:13]2[CH:14]=[CH:15][CH:16]=[CH:17][C:12]=2[CH3:11])[N:19]=1)([CH3:9])([CH3:8])[CH3:1], predict the reactants needed to synthesize it. (10) Given the product [CH3:15][O:16][C:17]([C@:19]12[C:25]([CH3:27])([CH3:26])[C@H:22]([CH2:23][CH2:24]1)[CH:21]=[C:20]2[O:28][S:29]([C:32]([F:35])([F:33])[F:34])(=[O:31])=[O:30])=[O:18], predict the reactants needed to synthesize it. The reactants are: COC([C@]12C(C)(C)[C@H](CC1)CC2=O)=O.[CH3:15][O:16][C:17]([C@@:19]12[C:25]([CH3:27])([CH3:26])[C@@H:22]([CH2:23][CH2:24]1)[CH:21]=[C:20]2[O:28][S:29]([C:32]([F:35])([F:34])[F:33])(=[O:31])=[O:30])=[O:18].